From a dataset of Catalyst prediction with 721,799 reactions and 888 catalyst types from USPTO. Predict which catalyst facilitates the given reaction. Reactant: [CH3:1][C:2]1([CH3:29])[C:6]([CH3:8])([CH3:7])[O:5][B:4]([C:9]2[CH:14]=[CH:13][C:12]([NH:15][C:16]([NH:18][C:19]3[CH:24]=[CH:23][CH:22]=[C:21]([C:25]([F:28])([F:27])[F:26])[CH:20]=3)=[O:17])=[CH:11][CH:10]=2)[O:3]1.N[C:31]1C=CC(B2OC(C)(C)C(C)(C)O2)=C[CH:32]=1.FC(F)(F)C1C=C(N=C=O)C=CC=1. Product: [CH2:31]1[C:20]2[C:21](=[CH:22][CH:23]=[CH:24][CH:19]=2)[CH:25]=[CH:32]1.[CH3:7][C:6]1([CH3:8])[C:2]([CH3:1])([CH3:29])[O:3][B:4]([C:9]2[CH:14]=[CH:13][C:12]([NH:15][C:16]([NH:18][C:19]3[CH:24]=[CH:23][CH:22]=[C:21]([C:25]([F:27])([F:28])[F:26])[CH:20]=3)=[O:17])=[CH:11][CH:10]=2)[O:5]1. The catalyst class is: 1.